This data is from HIV replication inhibition screening data with 41,000+ compounds from the AIDS Antiviral Screen. The task is: Binary Classification. Given a drug SMILES string, predict its activity (active/inactive) in a high-throughput screening assay against a specified biological target. (1) The drug is COC(=O)C12N=NN(c3ccccc3)C1(C(=O)OC)C1CCC2C1. The result is 0 (inactive). (2) The molecule is Clc1ccc2c(c1)nnn1nccc21. The result is 0 (inactive).